This data is from Forward reaction prediction with 1.9M reactions from USPTO patents (1976-2016). The task is: Predict the product of the given reaction. (1) Given the reactants Cl.C[O:3][C:4]1[C:9]2[CH2:10][C@H:11]3[C@H:16]([CH2:17][C:8]=2[CH:7]=[CH:6][C:5]=1[O:18]C)[NH:15][CH2:14][CH2:13][CH2:12]3.[BrH:20], predict the reaction product. The product is: [BrH:20].[NH:15]1[C@@H:16]2[C@H:11]([CH2:10][C:9]3[C:4]([OH:3])=[C:5]([OH:18])[CH:6]=[CH:7][C:8]=3[CH2:17]2)[CH2:12][CH2:13][CH2:14]1. (2) Given the reactants C1(C)C=CC=CC=1.[NH:8]1[C:12]2[CH:13]=[CH:14][CH:15]=[CH:16][C:11]=2[N:10]=[N:9]1.[CH3:17][S:18](Cl)(=[O:20])=[O:19].N1C=CC=CC=1, predict the reaction product. The product is: [CH3:17][S:18]([N:8]1[C:12]2[CH:13]=[CH:14][CH:15]=[CH:16][C:11]=2[N:10]=[N:9]1)(=[O:20])=[O:19]. (3) Given the reactants [NH2:1][CH2:2][CH2:3][C:4]([OH:6])=[O:5].[C:7]1(=O)[C:11]2[CH:12]=[CH:13][CH:14]=[CH:15][C:10]=2[C:9](=[O:16])[O:8]1.C([O-])(=O)C.[K+], predict the reaction product. The product is: [O:8]=[C:7]1[C:11]2[C:10](=[CH:15][CH:14]=[CH:13][CH:12]=2)[C:9](=[O:16])[N:1]1[CH2:2][CH2:3][C:4]([OH:6])=[O:5].